Dataset: Catalyst prediction with 721,799 reactions and 888 catalyst types from USPTO. Task: Predict which catalyst facilitates the given reaction. (1) Reactant: [Cl:1][C:2]1[CH:3]=[C:4]([C:12]2[O:16][N:15]=[C:14]([C:17]3[CH:35]=[CH:34][C:20]4[CH2:21][CH2:22][N:23]([CH2:26][CH2:27][CH2:28][C:29]([O:31]CC)=[O:30])[CH2:24][CH2:25][C:19]=4[CH:18]=3)[N:13]=2)[CH:5]=[N:6][C:7]=1[O:8][CH:9]([CH3:11])[CH3:10].[OH-].[Na+].C(O)(=O)C. Product: [Cl:1][C:2]1[CH:3]=[C:4]([C:12]2[O:16][N:15]=[C:14]([C:17]3[CH:35]=[CH:34][C:20]4[CH2:21][CH2:22][N:23]([CH2:26][CH2:27][CH2:28][C:29]([OH:31])=[O:30])[CH2:24][CH2:25][C:19]=4[CH:18]=3)[N:13]=2)[CH:5]=[N:6][C:7]=1[O:8][CH:9]([CH3:10])[CH3:11]. The catalyst class is: 8. (2) Reactant: [NH2:1][CH2:2][C:3]1[C:4]([F:26])=[CH:5][C:6]([Cl:25])=[C:7]([C:9]2[NH:10][C:11](=[O:24])[N:12]([C:14]3[CH:19]=[CH:18][C:17]([C:20]([F:23])([F:22])[F:21])=[CH:16][CH:15]=3)[N:13]=2)[CH:8]=1.[C:27](Cl)(=[O:32])[C:28]([CH3:31])([CH3:30])[CH3:29]. Product: [Cl:25][C:6]1[C:7]([C:9]2[NH:10][C:11](=[O:24])[N:12]([C:14]3[CH:15]=[CH:16][C:17]([C:20]([F:22])([F:23])[F:21])=[CH:18][CH:19]=3)[N:13]=2)=[CH:8][C:3]([CH2:2][NH:1][C:27](=[O:32])[C:28]([CH3:31])([CH3:30])[CH3:29])=[C:4]([F:26])[CH:5]=1. The catalyst class is: 1. (3) Reactant: [OH:1][C@@H:2]1[CH2:7][CH2:6][CH2:5][CH2:4][C@H:3]1[NH:8][C:9]1[S:10][C:11]2[CH:17]=[C:16]([OH:18])[CH:15]=[CH:14][C:12]=2[N:13]=1.C(=O)([O-])[O-].[Cs+].[Cs+].Cl[C:26]1[C:35]2[C:30](=[CH:31][CH:32]=[CH:33][CH:34]=2)[N:29]=[CH:28][N:27]=1. Product: [N:29]1[C:30]2[C:35](=[CH:34][CH:33]=[CH:32][CH:31]=2)[C:26]([O:18][C:16]2[CH:15]=[CH:14][C:12]3[N:13]=[C:9]([NH:8][C@@H:3]4[CH2:4][CH2:5][CH2:6][CH2:7][C@H:2]4[OH:1])[S:10][C:11]=3[CH:17]=2)=[N:27][CH:28]=1. The catalyst class is: 37. (4) Reactant: [NH2:1][C:2]1[CH:3]=[C:4]([CH:8]=[O:9])[CH:5]=[CH:6][CH:7]=1.N1C=CC=CC=1.[CH3:16][S:17](Cl)(=[O:19])=[O:18].C(OCC)(=O)C. The catalyst class is: 4. Product: [CH:8]([C:4]1[CH:3]=[C:2]([NH:1][S:17]([CH3:16])(=[O:19])=[O:18])[CH:7]=[CH:6][CH:5]=1)=[O:9]. (5) Reactant: [C:1]([O:5][C:6]([N:8]1[CH2:13][CH2:12][N:11]([C:14]2[CH:22]=[CH:21][CH:20]=[C:19]3[C:15]=2[CH:16]=[CH:17][NH:18]3)[CH2:10][CH2:9]1)=[O:7])([CH3:4])([CH3:3])[CH3:2].[Cl:23]N1C(=O)CCC1=O.S([O-])([O-])(=O)=S.[Na+].[Na+].C(=O)(O)[O-].[Na+]. Product: [C:1]([O:5][C:6]([N:8]1[CH2:13][CH2:12][N:11]([C:14]2[C:22]([Cl:23])=[CH:21][CH:20]=[C:19]3[C:15]=2[CH:16]=[CH:17][NH:18]3)[CH2:10][CH2:9]1)=[O:7])([CH3:4])([CH3:2])[CH3:3]. The catalyst class is: 38. (6) Product: [NH2:1][C:2]1[CH:3]=[C:4]([CH:20]=[CH:21][CH:22]=1)[CH2:5][C:7]1[C:12](=[O:13])[CH:11]=[CH:10][N:9]([C:14]2[CH:15]=[N:16][N:17]([CH3:19])[CH:18]=2)[N:8]=1. Reactant: [NH2:1][C:2]1[CH:3]=[C:4]([CH:20]=[CH:21][CH:22]=1)[C:5]([C:7]1[C:12](=[O:13])[CH:11]=[CH:10][N:9]([C:14]2[CH:15]=[N:16][N:17]([CH3:19])[CH:18]=2)[N:8]=1)=O. The catalyst class is: 105. (7) Reactant: [OH:1][CH2:2][C:3]1[CH:8]=[CH:7][C:6](B(O)O)=[CH:5][CH:4]=1.Br[C:13]1[N:14]=[CH:15][S:16][CH:17]=1.C(=O)([O-])[O-].[K+].[K+]. Product: [S:16]1[CH:17]=[C:13]([C:6]2[CH:7]=[CH:8][C:3]([CH2:2][OH:1])=[CH:4][CH:5]=2)[N:14]=[CH:15]1. The catalyst class is: 70.